This data is from Reaction yield outcomes from USPTO patents with 853,638 reactions. The task is: Predict the reaction yield, written as a fraction of the theoretical maximum amount of product (1.0 means a 100% yield; for example, 0.34 means a 34% yield). (1) The reactants are Cl.[CH2:2]([O:4][C:5](=[O:19])[CH:6]([C:9]1[CH:14]=[CH:13][C:12]([O:15][CH3:16])=[C:11]([O:17][CH3:18])[CH:10]=1)[CH2:7][NH2:8])[CH3:3].[CH:20]([O:24][C:25]1[CH:26]=[C:27]([CH2:31][C:32](O)=[O:33])[CH:28]=[CH:29][CH:30]=1)([CH2:22][CH3:23])[CH3:21].CN(C(ON1N=NC2C1=CC=CC=2)=[N+](C)C)C.F[P-](F)(F)(F)(F)F.C(N(C(C)C)CC)(C)C. The catalyst is CN(C)C=O.C(OCC)(=O)C.C(OCC)(=O)C.CCCCCC. The product is [CH2:2]([O:4][C:5](=[O:19])[CH:6]([C:9]1[CH:14]=[CH:13][C:12]([O:15][CH3:16])=[C:11]([O:17][CH3:18])[CH:10]=1)[CH2:7][NH:8][C:32](=[O:33])[CH2:31][C:27]1[CH:28]=[CH:29][CH:30]=[C:25]([O:24][CH:20]([CH2:22][CH3:23])[CH3:21])[CH:26]=1)[CH3:3]. The yield is 0.980. (2) The reactants are Br[CH:2]([C:6]1[CH:11]=[CH:10][CH:9]=[CH:8][C:7]=1[Cl:12])[C:3]([OH:5])=[O:4].C([O-])([O-])=O.[K+].[K+].[CH3:19][N:20]1[CH2:25][CH2:24][NH:23][CH2:22][CH2:21]1. The catalyst is C1COCC1. The product is [ClH:12].[Cl:12][C:7]1[CH:8]=[CH:9][CH:10]=[CH:11][C:6]=1[CH:2]([N:23]1[CH2:24][CH2:25][N:20]([CH3:19])[CH2:21][CH2:22]1)[C:3]([OH:5])=[O:4]. The yield is 0.360. (3) The reactants are [CH2:1]([N:4]([CH2:17][CH2:18][CH3:19])[S:5]([C:8]1[CH:16]=[CH:15][C:11]([C:12]([OH:14])=O)=[CH:10][CH:9]=1)(=[O:7])=[O:6])[CH2:2][CH3:3].S(Cl)(Cl)=O.[NH2:24][C:25]1[S:26][C:27]2[C:33]([C:34]3[CH:39]=[CH:38][CH:37]=[CH:36][CH:35]=3)=[CH:32][CH:31]=[C:30]([O:40][CH3:41])[C:28]=2[N:29]=1.C(N(CC)CC)C. The catalyst is C1(C)C=CC=CC=1.CN(C1C=CN=CC=1)C. The product is [CH2:17]([N:4]([CH2:1][CH2:2][CH3:3])[S:5]([C:8]1[CH:9]=[CH:10][C:11]([C:12]([NH:24][C:25]2[S:26][C:27]3[C:33]([C:34]4[CH:39]=[CH:38][CH:37]=[CH:36][CH:35]=4)=[CH:32][CH:31]=[C:30]([O:40][CH3:41])[C:28]=3[N:29]=2)=[O:14])=[CH:15][CH:16]=1)(=[O:6])=[O:7])[CH2:18][CH3:19]. The yield is 0.920. (4) The reactants are F[C:2]1[CH:3]=[C:4]([C:9]2[CH:10]=[C:11]([CH2:20][O:21][S:22]([CH3:25])(=[O:24])=[O:23])[C:12](=[O:19])[N:13]([CH2:15][CH:16]([CH3:18])[CH3:17])[N:14]=2)[CH:5]=[CH:6][C:7]=1[CH3:8].[C:26]1([C:26]2[CH:31]=[CH:30]C=[CH:28][CH:27]=2)[CH:31]=[CH:30]C(C2C=C(CO)C(=O)N(CC(C)C)N=2)=[CH:28][CH:27]=1. No catalyst specified. The product is [C:7]1([C:8]2[CH:30]=[CH:31][CH:26]=[CH:27][CH:28]=2)[CH:6]=[CH:5][C:4]([C:9]2[CH:10]=[C:11]([CH2:20][O:21][S:22]([CH3:25])(=[O:24])=[O:23])[C:12](=[O:19])[N:13]([CH2:15][CH:16]([CH3:18])[CH3:17])[N:14]=2)=[CH:3][CH:2]=1. The yield is 0.793. (5) The reactants are [Cl:1][C:2]1[C:3](=[O:29])[N:4]([C:9]2[CH:14]=[C:13]([C:15]3[CH:20]=[CH:19][N:18]=[C:17]([NH:21][C:22]4[CH:27]=[CH:26][CH:25]=[C:24]([Cl:28])[CH:23]=4)[N:16]=3)[CH:12]=[CH:11][N:10]=2)[N:5]=[CH:6][C:7]=1Cl.[CH2:30]([SH:32])[CH3:31].C(=O)([O-])[O-].[K+].[K+]. The catalyst is C(#N)C. The product is [Cl:1][C:2]1[C:3](=[O:29])[N:4]([C:9]2[CH:14]=[C:13]([C:15]3[CH:20]=[CH:19][N:18]=[C:17]([NH:21][C:22]4[CH:27]=[CH:26][CH:25]=[C:24]([Cl:28])[CH:23]=4)[N:16]=3)[CH:12]=[CH:11][N:10]=2)[N:5]=[CH:6][C:7]=1[S:32][CH2:30][CH3:31]. The yield is 0.460. (6) The product is [C:1]1([C:7]2[S:8][CH:9]=[C:10]([C:12]3[CH:13]=[CH:14][C:15]([CH2:18][CH2:19][NH2:20])=[CH:16][CH:17]=3)[N:11]=2)[CH:2]=[CH:3][CH:4]=[CH:5][CH:6]=1. The yield is 0.850. No catalyst specified. The reactants are [C:1]1([C:7]2[S:8][CH:9]=[C:10]([C:12]3[CH:17]=[CH:16][C:15]([CH2:18][CH2:19][NH:20]C(=O)C)=[CH:14][CH:13]=3)[N:11]=2)[CH:6]=[CH:5][CH:4]=[CH:3][CH:2]=1.[OH-].[Na+]. (7) The reactants are [CH3:1][C:2]([C:4]1[CH:9]=[CH:8][C:7]([NH2:10])=[CH:6][CH:5]=1)=[O:3].[Cl:11][C:12]1[CH:13]=[C:14]([CH:18]=[C:19]([Cl:21])[CH:20]=1)[C:15](Cl)=[O:16].C(N(CC)CC)C. The catalyst is C1COCC1. The product is [C:2]([C:4]1[CH:9]=[CH:8][C:7]([NH:10][C:15](=[O:16])[C:14]2[CH:13]=[C:12]([Cl:11])[CH:20]=[C:19]([Cl:21])[CH:18]=2)=[CH:6][CH:5]=1)(=[O:3])[CH3:1]. The yield is 0.840.